From a dataset of Forward reaction prediction with 1.9M reactions from USPTO patents (1976-2016). Predict the product of the given reaction. (1) Given the reactants C(O)(=O)C(O)=O.[Cl:7][C:8]1[CH:9]=[C:10]([CH:15]2[O:20][CH2:19][CH2:18][NH:17][CH2:16]2)[CH:11]=[C:12]([Cl:14])[CH:13]=1.[OH-].[Na+], predict the reaction product. The product is: [Cl:14][C:12]1[CH:11]=[C:10]([CH:15]2[O:20][CH2:19][CH2:18][NH:17][CH2:16]2)[CH:9]=[C:8]([Cl:7])[CH:13]=1. (2) Given the reactants [CH3:1][C:2]1([CH3:14])[CH2:7][CH2:6][C:5](=[CH:8][C:9]([O:11][CH2:12][CH3:13])=[O:10])[CH:4]=[CH:3]1, predict the reaction product. The product is: [CH3:1][C:2]1([CH3:14])[CH2:3][CH2:4][CH:5]([CH2:8][C:9]([O:11][CH2:12][CH3:13])=[O:10])[CH2:6][CH2:7]1. (3) Given the reactants [C:1]([C:5]1[CH:6]=[C:7]([CH:11]=[C:12]([C:15]([CH3:18])([CH3:17])[CH3:16])[C:13]=1[OH:14])[C:8](O)=[O:9])([CH3:4])([CH3:3])[CH3:2].O=S(Cl)[Cl:21], predict the reaction product. The product is: [C:1]([C:5]1[CH:6]=[C:7]([CH:11]=[C:12]([C:15]([CH3:18])([CH3:17])[CH3:16])[C:13]=1[OH:14])[C:8]([Cl:21])=[O:9])([CH3:4])([CH3:3])[CH3:2]. (4) Given the reactants [C:1]([O:5][C:6]([N:8]1[C:16]2[C:11](=[CH:12][C:13]([C:17](OC)=[O:18])=[CH:14][CH:15]=2)[CH2:10][CH2:9]1)=[O:7])([CH3:4])([CH3:3])[CH3:2].[Cl-].[NH4+].C(OCC)C.S([O-])([O-])(=O)=O.[Mg+2], predict the reaction product. The product is: [C:1]([O:5][C:6]([N:8]1[C:16]2[C:11](=[CH:12][C:13]([CH2:17][OH:18])=[CH:14][CH:15]=2)[CH2:10][CH2:9]1)=[O:7])([CH3:4])([CH3:2])[CH3:3]. (5) Given the reactants [CH2:1]([O:8][N:9]1[C:15](=[O:16])[N:14]2[CH2:17][C@H:10]1[CH2:11][CH2:12][C@H:13]2[CH2:18][N:19]=[N+]=[N-])[C:2]1[CH:7]=[CH:6][CH:5]=[CH:4][CH:3]=1.O.C(N(CC)CC)C.[C:30]([O:34][C:35](O[C:35]([O:34][C:30]([CH3:33])([CH3:32])[CH3:31])=[O:36])=[O:36])([CH3:33])([CH3:32])[CH3:31], predict the reaction product. The product is: [CH2:1]([O:8][N:9]1[C:15](=[O:16])[N:14]2[CH2:17][C@H:10]1[CH2:11][CH2:12][C@H:13]2[CH2:18][NH:19][C:35]([O:34][C:30]([CH3:33])([CH3:32])[CH3:31])=[O:36])[C:2]1[CH:7]=[CH:6][CH:5]=[CH:4][CH:3]=1. (6) The product is: [O:1]=[C:2]([N:23]1[CH2:28][CH:27]2[CH2:29][CH:24]1[CH2:25][N:26]2[C:30](=[O:33])[CH2:31][CH3:32])[CH2:3][C@H:4]([NH2:15])[CH2:5][C:6]1[CH:11]=[C:10]([F:12])[C:9]([F:13])=[CH:8][C:7]=1[F:14]. Given the reactants [O:1]=[C:2]([N:23]1[CH2:28][CH:27]2[CH2:29][CH:24]1[CH2:25][N:26]2[C:30](=[O:33])[CH2:31][CH3:32])[CH2:3][C@H:4]([NH:15]C(=O)OC(C)(C)C)[CH2:5][C:6]1[CH:11]=[C:10]([F:12])[C:9]([F:13])=[CH:8][C:7]=1[F:14].Cl, predict the reaction product. (7) Given the reactants C(OC([NH:8][CH2:9][C:10]1[C:11]([CH2:29][CH:30]([CH3:32])[CH3:31])=[N:12][C:13]2[C:18]([C:19]=1[C:20]1[CH:25]=[CH:24][CH:23]=[CH:22][CH:21]=1)=[CH:17][C:16]([C:26]([OH:28])=[O:27])=[CH:15][CH:14]=2)=O)(C)(C)C.[ClH:33], predict the reaction product. The product is: [ClH:33].[ClH:33].[NH2:8][CH2:9][C:10]1[C:11]([CH2:29][CH:30]([CH3:32])[CH3:31])=[N:12][C:13]2[C:18]([C:19]=1[C:20]1[CH:25]=[CH:24][CH:23]=[CH:22][CH:21]=1)=[CH:17][C:16]([C:26]([OH:28])=[O:27])=[CH:15][CH:14]=2.